From a dataset of Full USPTO retrosynthesis dataset with 1.9M reactions from patents (1976-2016). Predict the reactants needed to synthesize the given product. (1) Given the product [Cl:1][C:2]1[N:9]=[C:8]([NH:14][CH:11]2[CH2:13][CH2:12]2)[CH:7]=[CH:6][C:3]=1[C:4]#[N:5], predict the reactants needed to synthesize it. The reactants are: [Cl:1][C:2]1[N:9]=[C:8](Cl)[CH:7]=[CH:6][C:3]=1[C:4]#[N:5].[CH:11]1([NH2:14])[CH2:13][CH2:12]1. (2) Given the product [C:53]([O:52][C:50]([N:8]([C:6]([O:5][C:1]([CH3:2])([CH3:4])[CH3:3])=[O:7])[C:9]1[N:10]=[CH:11][C:12]([C:36]2[CH:37]=[CH:38][C:39](=[O:49])[N:40]([CH:42]([CH3:48])[C:43]([OH:45])=[O:44])[CH:41]=2)=[N:13][C:14]=1[C:15]1[O:19][N:18]=[C:17]([C:20]2[CH:25]=[CH:24][C:23]([CH2:26][N:27]([C:29]([O:31][C:32]([CH3:35])([CH3:34])[CH3:33])=[O:30])[CH3:28])=[CH:22][CH:21]=2)[CH:16]=1)=[O:51])([CH3:54])([CH3:55])[CH3:56], predict the reactants needed to synthesize it. The reactants are: [C:1]([O:5][C:6]([N:8]([C:50]([O:52][C:53]([CH3:56])([CH3:55])[CH3:54])=[O:51])[C:9]1[N:10]=[CH:11][C:12]([C:36]2[CH:37]=[CH:38][C:39](=[O:49])[N:40]([CH:42]([CH3:48])[C:43]([O:45]CC)=[O:44])[CH:41]=2)=[N:13][C:14]=1[C:15]1[O:19][N:18]=[C:17]([C:20]2[CH:25]=[CH:24][C:23]([CH2:26][N:27]([C:29]([O:31][C:32]([CH3:35])([CH3:34])[CH3:33])=[O:30])[CH3:28])=[CH:22][CH:21]=2)[CH:16]=1)=[O:7])([CH3:4])([CH3:3])[CH3:2].[Li+].[OH-].Cl. (3) Given the product [C:9]([SiH2:6][O:22][C:20]([CH3:19])([CH3:2])[CH:29]1[NH:30][C:32](=[O:33])[CH2:28][CH2:23][CH2:24]1)([CH3:12])([CH3:11])[CH3:10], predict the reactants needed to synthesize it. The reactants are: N1C=CN=[CH:2]1.[Si:6](Cl)([C:9]([CH3:12])([CH3:11])[CH3:10])(C)C.OCC1N[C:20](=[O:22])[CH2:19]CC1.[CH:23]1[CH:28]=CC=C[CH:24]=1.[CH3:29][N:30]([CH:32]=[O:33])C. (4) Given the product [CH2:37]([O:36][C:34](=[O:35])[NH:2][C:3]1[N:11]=[CH:10][N:9]=[C:8]2[C:4]=1[N:5]=[CH:6][N:7]2[C:12]1[CH:13]=[CH:14][C:15]([NH:18][C:19]([NH:21][C:22]2[CH:27]=[CH:26][C:25]([Cl:28])=[C:24]([C:29]([F:31])([F:32])[F:30])[CH:23]=2)=[O:20])=[CH:16][CH:17]=1)[CH2:38][CH2:39][CH2:40][CH3:41], predict the reactants needed to synthesize it. The reactants are: Cl.[NH2:2][C:3]1[N:11]=[CH:10][N:9]=[C:8]2[C:4]=1[N:5]=[CH:6][N:7]2[C:12]1[CH:17]=[CH:16][C:15]([NH:18][C:19]([NH:21][C:22]2[CH:27]=[CH:26][C:25]([Cl:28])=[C:24]([C:29]([F:32])([F:31])[F:30])[CH:23]=2)=[O:20])=[CH:14][CH:13]=1.Cl[C:34]([O:36][CH2:37][CH2:38][CH2:39][CH2:40][CH3:41])=[O:35]. (5) Given the product [C:13]([CH2:12][O:10][C:7]1[CH:8]=[CH:9][C:4]([N+:1]([O-:3])=[O:2])=[CH:5][CH:6]=1)#[N:14], predict the reactants needed to synthesize it. The reactants are: [N+:1]([C:4]1[CH:9]=[CH:8][C:7]([OH:10])=[CH:6][CH:5]=1)([O-:3])=[O:2].Br[CH2:12][C:13]#[N:14].C([O-])([O-])=O.[K+].[K+]. (6) Given the product [CH:1]1([CH2:4][O:5][C:6]2[N:11]=[C:10]([C:12]([NH:14][CH:15]([CH2:21][CH2:22][CH2:23][CH2:24][CH3:25])[CH2:16][C:17]([OH:19])=[O:18])=[O:13])[CH:9]=[CH:8][C:7]=2[N:26]2[CH2:29][C:28]([F:30])([F:31])[CH2:27]2)[CH2:3][CH2:2]1, predict the reactants needed to synthesize it. The reactants are: [CH:1]1([CH2:4][O:5][C:6]2[N:11]=[C:10]([C:12]([NH:14][CH:15]([CH2:21][CH2:22][CH2:23][CH2:24][CH3:25])[CH2:16][C:17]([O:19]C)=[O:18])=[O:13])[CH:9]=[CH:8][C:7]=2[N:26]2[CH2:29][C:28]([F:31])([F:30])[CH2:27]2)[CH2:3][CH2:2]1.[OH-].[Li+]. (7) Given the product [C:1]1([C:7]2[CH:12]=[C:11]([C:13]3[CH:14]=[CH:15][CH:16]=[CH:17][CH:18]=3)[N:10]=[C:9]([O:19][CH2:20][CH2:21][CH2:22][CH2:23][C:24]([CH3:28])([CH3:27])[CH2:25][N:26]([C:42]3[CH:43]=[N:44][CH:45]=[CH:46][CH:47]=3)[CH:31]=[O:32])[CH:8]=2)[CH:2]=[CH:3][CH:4]=[CH:5][CH:6]=1, predict the reactants needed to synthesize it. The reactants are: [C:1]1([C:7]2[CH:12]=[C:11]([C:13]3[CH:18]=[CH:17][CH:16]=[CH:15][CH:14]=3)[N:10]=[C:9]([O:19][CH2:20][CH2:21][CH2:22][CH2:23][C:24]([CH3:28])([CH3:27])[CH2:25][NH2:26])[CH:8]=2)[CH:6]=[CH:5][CH:4]=[CH:3][CH:2]=1.CN(C)[CH:31]=[O:32].C(N(CC)CC)C.C(ON1C(=O)CCC1=O)(=O)[C:42]1[CH:47]=[CH:46][CH:45]=[N:44][CH:43]=1.